Dataset: Catalyst prediction with 721,799 reactions and 888 catalyst types from USPTO. Task: Predict which catalyst facilitates the given reaction. (1) Reactant: C[O:2][C:3](=[O:45])[CH2:4][C:5]1[CH:10]=[CH:9][CH:8]=[C:7]([O:11][CH2:12][CH2:13][CH2:14][N:15]([CH2:31][CH:32]([C:39]2[CH:44]=[CH:43][CH:42]=[CH:41][CH:40]=2)[C:33]2[CH:38]=[CH:37][CH:36]=[CH:35][CH:34]=2)[CH2:16][C:17]2[CH:22]=[C:21]([C:23]([CH3:26])([CH3:25])[CH3:24])[CH:20]=[C:19]([C:27]([CH3:30])([CH3:29])[CH3:28])[CH:18]=2)[CH:6]=1.[OH-].[Na+]. Product: [C:39]1([CH:32]([C:33]2[CH:34]=[CH:35][CH:36]=[CH:37][CH:38]=2)[CH2:31][N:15]([CH2:16][C:17]2[CH:22]=[C:21]([C:23]([CH3:24])([CH3:25])[CH3:26])[CH:20]=[C:19]([C:27]([CH3:28])([CH3:29])[CH3:30])[CH:18]=2)[CH2:14][CH2:13][CH2:12][O:11][C:7]2[CH:6]=[C:5]([CH2:4][C:3]([OH:45])=[O:2])[CH:10]=[CH:9][CH:8]=2)[CH:44]=[CH:43][CH:42]=[CH:41][CH:40]=1. The catalyst class is: 5. (2) Reactant: Cl[C:2]1[CH:7]=[N:6][CH:5]=[CH:4][N:3]=1.[NH2:8][C:9]1[CH:14]=[CH:13][C:12]([N:15]2[CH2:20][CH2:19][N:18]([C:21](=[O:23])[CH3:22])[CH2:17][CH2:16]2)=[CH:11][CH:10]=1.CC[N:26]([CH:30]([CH3:32])[CH3:31])C(C)C.C(O)(C(F)(F)F)=O.C[N:41]1[C:45](=[O:46])CCC1. Product: [C:21]([N:18]1[CH2:17][CH2:16][N:15]([C:12]2[CH:11]=[CH:10][C:9]([NH:8][C:7]3[C:2]([C:45]([NH2:41])=[O:46])=[N:3][CH:4]=[C:5]([NH:26][CH:30]4[CH2:32][CH2:31]4)[N:6]=3)=[CH:14][CH:13]=2)[CH2:20][CH2:19]1)(=[O:23])[CH3:22]. The catalyst class is: 6. (3) Reactant: Br[C:2]1[C:3]([Cl:9])=[C:4]([CH:6]=[CH:7][CH:8]=1)[NH2:5].[B:10]1([B:10]2[O:14][C:13]([CH3:16])([CH3:15])[C:12]([CH3:18])([CH3:17])[O:11]2)[O:14][C:13]([CH3:16])([CH3:15])[C:12]([CH3:18])([CH3:17])[O:11]1.C1(P(C2CCCCC2)C2CCCCC2)CCCCC1.C([O-])(=O)C.[K+]. Product: [Cl:9][C:3]1[C:2]([B:10]2[O:14][C:13]([CH3:16])([CH3:15])[C:12]([CH3:18])([CH3:17])[O:11]2)=[CH:8][CH:7]=[CH:6][C:4]=1[NH2:5]. The catalyst class is: 62. (4) Reactant: Cl.[F:2][C:3]1[CH:4]=[C:5]([C:9]([C:11]([C:13]2[CH:18]=[CH:17][CH:16]=[C:15]([F:19])[CH:14]=2)=O)=O)[CH:6]=[CH:7][CH:8]=1.[S:20]([NH2:24])([NH2:23])(=[O:22])=[O:21]. Product: [F:2][C:3]1[CH:4]=[C:5]([C:9]2[C:11]([C:13]3[CH:18]=[CH:17][CH:16]=[C:15]([F:19])[CH:14]=3)=[N:24][S:20](=[O:22])(=[O:21])[N:23]=2)[CH:6]=[CH:7][CH:8]=1. The catalyst class is: 5. (5) Reactant: [I:1][CH:2]1[CH:8]2[CH2:9][CH:5]([C:6](=[O:10])[O:7]2)[CH2:4][CH2:3]1.[O:11]1CCCC1. Product: [OH:7][C@H:8]1[C@H:2]([I:1])[CH2:3][CH2:4][C@@H:5]([C:6]([OH:10])=[O:11])[CH2:9]1. The catalyst class is: 223. (6) Reactant: [CH:1]1([C:4]2[N:8](C(OC(C)(C)C)=O)[C:7]3[CH:16]=[C:17]([C:27]4[C:28]([CH3:33])=[N:29][O:30][C:31]=4[CH3:32])[CH:18]=[C:19]([CH:20]([OH:26])[CH:21]4[CH2:25][CH2:24][CH2:23][O:22]4)[C:6]=3[N:5]=2)[CH2:3][CH2:2]1.[CH3:34][C:35]1[N:40]=[C:39]([Mg]Br)[CH:38]=[CH:37][CH:36]=1. Product: [CH:1]1([C:4]2[NH:8][C:7]3[CH:16]=[C:17]([C:27]4[C:28]([CH3:33])=[N:29][O:30][C:31]=4[CH3:32])[CH:18]=[C:19]([C:20]([C:39]4[CH:38]=[CH:37][CH:36]=[C:35]([CH3:34])[N:40]=4)([CH:21]4[CH2:25][CH2:24][CH2:23][O:22]4)[OH:26])[C:6]=3[N:5]=2)[CH2:3][CH2:2]1. The catalyst class is: 1.